From a dataset of Catalyst prediction with 721,799 reactions and 888 catalyst types from USPTO. Predict which catalyst facilitates the given reaction. (1) Reactant: [OH:1][C:2]1[C:7]([OH:8])=[C:6]([C:9]([O:11][CH3:12])=[O:10])[N:5]=[C:4](C(O)=O)[N:3]=1. Product: [OH:8][C:7]1[C:6]([C:9]([O:11][CH3:12])=[O:10])=[N:5][CH:4]=[N:3][C:2]=1[OH:1]. The catalyst class is: 33. (2) Reactant: [CH3:1][O:2][C:3]1[CH:10]=[C:9]([O:11][CH3:12])[CH:8]=[CH:7][C:4]=1[CH:5]=O.Cl.[CH2:14]([O:16][C:17](=[O:20])[CH2:18][NH2:19])[CH3:15].C(N(CC)CC)C.C(O[BH-](OC(=O)C)OC(=O)C)(=O)C.[Na+].Cl.[OH-].[Na+]. Product: [CH2:14]([O:16][C:17](=[O:20])[CH2:18][NH:19][CH2:5][C:4]1[CH:7]=[CH:8][C:9]([O:11][CH3:12])=[CH:10][C:3]=1[O:2][CH3:1])[CH3:15]. The catalyst class is: 68. (3) Reactant: [C:1]([O:5][C:6]([N:8]1[CH2:12][C@@H:11]([O:13][CH2:14][C:15]#[CH:16])[C@H:10]([N:17]=[N+:18]=[N-:19])[CH2:9]1)=[O:7])([CH3:4])([CH3:3])[CH3:2].I.[I:21]N1CCOCC1. Product: [C:1]([O:5][C:6]([N:8]1[CH2:12][C@@H:11]([O:13][CH2:14][C:15]#[C:16][I:21])[C@H:10]([N:17]=[N+:18]=[N-:19])[CH2:9]1)=[O:7])([CH3:4])([CH3:2])[CH3:3]. The catalyst class is: 356. (4) Reactant: C([O:5][C:6](=[O:36])[C:7]([CH3:35])([S:9][C:10]1[S:11][CH:12]=[C:13]([CH2:15][C:16](=[O:34])[NH:17][C:18]2[CH:23]=[CH:22][C:21]([C:24]3[CH:29]=[CH:28][C:27]([C:30]([F:33])([F:32])[F:31])=[CH:26][CH:25]=3)=[CH:20][CH:19]=2)[N:14]=1)[CH3:8])(C)(C)C.FC(F)(F)C(O)=O. Product: [CH3:35][C:7]([S:9][C:10]1[S:11][CH:12]=[C:13]([CH2:15][C:16](=[O:34])[NH:17][C:18]2[CH:23]=[CH:22][C:21]([C:24]3[CH:29]=[CH:28][C:27]([C:30]([F:33])([F:31])[F:32])=[CH:26][CH:25]=3)=[CH:20][CH:19]=2)[N:14]=1)([CH3:8])[C:6]([OH:36])=[O:5]. The catalyst class is: 4. (5) Reactant: [Cl:1][C:2]1[CH:7]=[CH:6][C:5]([CH:8]=[CH:9][N+:10]([O-])=O)=[CH:4][C:3]=1[Cl:13].[Li+].[BH4-].Cl[Si](C)(C)C. Product: [Cl:13][C:3]1[CH:4]=[C:5]([CH2:8][CH2:9][NH2:10])[CH:6]=[CH:7][C:2]=1[Cl:1]. The catalyst class is: 1. (6) Reactant: C([O:3][C:4](=[O:15])[C:5]1[C:10]([S:11][CH3:12])=[CH:9][CH:8]=[C:7]([NH2:13])[C:6]=1[NH2:14])C.[Cl:16][C:17]1[C:22]([Cl:23])=[CH:21][CH:20]=[CH:19][C:18]=1[N:24]=[C:25]=S.Cl.CN(C)CCCN=C=NCC. Product: [Cl:16][C:17]1[C:22]([Cl:23])=[CH:21][CH:20]=[CH:19][C:18]=1[NH:24][C:25]1[NH:14][C:6]2[C:5]([C:4]([OH:3])=[O:15])=[C:10]([S:11][CH3:12])[CH:9]=[CH:8][C:7]=2[N:13]=1. The catalyst class is: 10. (7) Reactant: I.[Cl:2][C:3]1[C:4]2[C:5]3[C:6](=[C:20]([CH3:23])[O:21][N:22]=3)[C:7](=[O:19])[N:8]([CH:13]3[CH2:18][CH2:17][CH2:16][NH:15][CH2:14]3)[C:9]=2[CH:10]=[CH:11][CH:12]=1.[N:24]1[CH:29]=[CH:28][CH:27]=[C:26]([CH2:30][CH2:31][C:32](O)=[O:33])[CH:25]=1.Cl.CN(C)CCCN=C=NCC.ON1C2N=CC=CC=2N=N1.C(N(CC)CC)C. The catalyst class is: 468. Product: [Cl:2][C:3]1[C:4]2[C:5]3[C:6](=[C:20]([CH3:23])[O:21][N:22]=3)[C:7](=[O:19])[N:8]([CH:13]3[CH2:18][CH2:17][CH2:16][N:15]([C:32](=[O:33])[CH2:31][CH2:30][C:26]4[CH:25]=[N:24][CH:29]=[CH:28][CH:27]=4)[CH2:14]3)[C:9]=2[CH:10]=[CH:11][CH:12]=1. (8) Reactant: [ClH:1].O1CCOCC1.C([O:12][C:13]([CH2:15][CH2:16][C@H:17]([NH:54]C(OC(C)(C)C)=O)[C:18]([NH:20][CH2:21][C:22]([NH:24][CH2:25][C:26](=[C:28]1[CH2:33][CH2:32][CH2:31][N:30]([C:34]2[C:43]([O:44][CH3:45])=[C:42]3[C:37]([C:38](=[O:52])[C:39]([C:49]([OH:51])=[O:50])=[CH:40][N:41]3[CH:46]3[CH2:48][CH2:47]3)=[CH:36][C:35]=2[F:53])[CH2:29]1)[F:27])=[O:23])=[O:19])=[O:14])(C)(C)C. Product: [ClH:1].[NH2:54][C@@H:17]([CH2:16][CH2:15][C:13]([OH:14])=[O:12])[C:18]([NH:20][CH2:21][C:22]([NH:24][CH2:25][C:26](=[C:28]1[CH2:33][CH2:32][CH2:31][N:30]([C:34]2[C:43]([O:44][CH3:45])=[C:42]3[C:37]([C:38](=[O:52])[C:39]([C:49]([OH:51])=[O:50])=[CH:40][N:41]3[CH:46]3[CH2:47][CH2:48]3)=[CH:36][C:35]=2[F:53])[CH2:29]1)[F:27])=[O:23])=[O:19]. The catalyst class is: 2.